Task: Predict the reaction yield, written as a fraction of the theoretical maximum amount of product (1.0 means a 100% yield; for example, 0.34 means a 34% yield).. Dataset: Reaction yield outcomes from USPTO patents with 853,638 reactions (1) The reactants are [OH-].[K+].[CH3:3][O:4][C:5]1[CH:12]=[CH:11][C:8]([CH:9]=[O:10])=[CH:7][CH:6]=1.[N+:13]([CH2:15][C:16]([N:18]1[CH2:22][CH2:21][CH2:20][CH2:19]1)=[O:17])#[C-:14]. The yield is 0.905. The product is [CH3:3][O:4][C:5]1[CH:12]=[CH:11][C:8]([C@@H:9]2[O:10][CH:14]=[N:13][C@H:15]2[C:16]([N:18]2[CH2:22][CH2:21][CH2:20][CH2:19]2)=[O:17])=[CH:7][CH:6]=1. The catalyst is CO. (2) The reactants are C1C=C(Cl)C=C(C(OO)=[O:9])C=1.[C:12]12([C:22](=[O:32])[CH2:23][S:24][C:25]3[CH:30]=[CH:29][C:28]([Cl:31])=[CH:27][CH:26]=3)[CH2:21][CH:16]3[CH2:17][CH:18]([CH2:20][CH:14]([CH2:15]3)[CH2:13]1)[CH2:19]2. The catalyst is C(Cl)Cl. The product is [C:12]12([C:22](=[O:32])[CH2:23][S:24]([C:25]3[CH:26]=[CH:27][C:28]([Cl:31])=[CH:29][CH:30]=3)=[O:9])[CH2:13][CH:14]3[CH2:20][CH:18]([CH2:17][CH:16]([CH2:15]3)[CH2:21]1)[CH2:19]2. The yield is 0.440. (3) The catalyst is C1(C)C=CC=CC=1. The yield is 0.400. The reactants are [Br:1][C:2]1[CH:3]=[C:4]([CH:8]=[C:9]([OH:11])[CH:10]=1)[C:5]([OH:7])=[O:6].[C:12](OC(O[C:12]([CH3:15])([CH3:14])[CH3:13])N(C)C)([CH3:15])([CH3:14])[CH3:13]. The product is [C:12]([O:6][C:5](=[O:7])[C:4]1[CH:8]=[C:9]([OH:11])[CH:10]=[C:2]([Br:1])[CH:3]=1)([CH3:15])([CH3:14])[CH3:13]. (4) The reactants are [C:1]([C:3]1[CH:4]=[C:5]([N:9]2[CH2:14][C@@H:13]3[CH2:15][C@H:10]2[CH2:11][N:12]3[C:16]2[CH:24]=[CH:23][C:19]([C:20](O)=[O:21])=[CH:18][CH:17]=2)[CH:6]=[CH:7][CH:8]=1)#[N:2].F[P-](F)(F)(F)(F)F.N1(O[P+](N(C)C)(N(C)C)N(C)C)C2C=CC=CC=2N=N1.Cl.[NH2:53][OH:54]. The catalyst is N1C=CC=CC=1. The product is [C:1]([C:3]1[CH:4]=[C:5]([N:9]2[CH2:14][C@@H:13]3[CH2:15][C@H:10]2[CH2:11][N:12]3[C:16]2[CH:17]=[CH:18][C:19]([C:20]([NH:53][OH:54])=[O:21])=[CH:23][CH:24]=2)[CH:6]=[CH:7][CH:8]=1)#[N:2]. The yield is 0.910. (5) The reactants are [OH:1][C:2]1[C:3]([C:10]([OH:12])=[O:11])=[N:4][CH:5]=[CH:6][C:7]=1[O:8][CH3:9].S(=O)(=O)(O)O.[CH2:18](O)[CH3:19]. No catalyst specified. The product is [CH2:18]([O:11][C:10]([C:3]1[C:2]([OH:1])=[C:7]([O:8][CH3:9])[CH:6]=[CH:5][N:4]=1)=[O:12])[CH3:19]. The yield is 0.620. (6) The reactants are [NH2:1][CH2:2][C:3]1([C:16]2[CH:21]=[CH:20][CH:19]=[C:18]([C:22]3[CH:23]=[N:24][N:25]([CH3:27])[CH:26]=3)[CH:17]=2)[CH2:8][CH2:7][N:6]([C:9]([O:11][C:12]([CH3:15])([CH3:14])[CH3:13])=[O:10])[CH2:5][CH2:4]1.[C:28]([O:32][C:33]([NH:35][CH2:36][C:37](O)=[O:38])=[O:34])([CH3:31])([CH3:30])[CH3:29].F[P-](F)(F)(F)(F)F.N1(OC(N(C)C)=[N+](C)C)C2N=CC=CC=2N=N1.C(N(CC)C(C)C)(C)C. The catalyst is CN(C=O)C. The product is [C:28]([O:32][C:33]([NH:35][CH2:36][C:37]([NH:1][CH2:2][C:3]1([C:16]2[CH:21]=[CH:20][CH:19]=[C:18]([C:22]3[CH:23]=[N:24][N:25]([CH3:27])[CH:26]=3)[CH:17]=2)[CH2:4][CH2:5][N:6]([C:9]([O:11][C:12]([CH3:15])([CH3:14])[CH3:13])=[O:10])[CH2:7][CH2:8]1)=[O:38])=[O:34])([CH3:31])([CH3:30])[CH3:29]. The yield is 0.990.